Dataset: Catalyst prediction with 721,799 reactions and 888 catalyst types from USPTO. Task: Predict which catalyst facilitates the given reaction. (1) Reactant: [N+:1]([C:4]1[CH:8]=[CH:7][NH:6][N:5]=1)([O-:3])=[O:2].Br[C:10]1[CH:15]=[CH:14][C:13]([CH3:16])=[C:12]([CH3:17])[CH:11]=1.N1CCC[C@H]1C(O)=O.C(=O)([O-])[O-].[K+].[K+]. Product: [CH3:17][C:12]1[CH:11]=[C:10]([N:6]2[CH:7]=[CH:8][C:4]([N+:1]([O-:3])=[O:2])=[N:5]2)[CH:15]=[CH:14][C:13]=1[CH3:16]. The catalyst class is: 58. (2) Reactant: Cl[C:2]1[CH:10]=[C:9]([F:11])[CH:8]=[C:7]2[C:3]=1[CH:4]=[CH:5][NH:6]2.B1(B2OC(C)(C)C(C)(C)O2)OC(C)(C)C(C)(C)O1.C1(P(C2CCCCC2)C2CCCCC2)CCCCC1.C([O-])(=O)C.[K+].Br[C:55]1[NH:56][C:57]2[C:62]([N:63]=1)=[C:61]([N:64]1[CH2:69][CH2:68][O:67][CH2:66][C@H:65]1[CH3:70])[N:60]=[C:59]([N:71]1[CH2:76][CH2:75][O:74][CH2:73][C@@H:72]1[CH3:77])[N:58]=2.[F-].[Cs+]. Product: [F:11][C:9]1[CH:8]=[C:7]2[C:3]([CH:4]=[CH:5][NH:6]2)=[C:2]([C:55]2[NH:56][C:57]3[C:62]([N:63]=2)=[C:61]([N:64]2[CH2:69][CH2:68][O:67][CH2:66][C@H:65]2[CH3:70])[N:60]=[C:59]([N:71]2[CH2:76][CH2:75][O:74][CH2:73][C@@H:72]2[CH3:77])[N:58]=3)[CH:10]=1. The catalyst class is: 225.